From a dataset of Reaction yield outcomes from USPTO patents with 853,638 reactions. Predict the reaction yield, written as a fraction of the theoretical maximum amount of product (1.0 means a 100% yield; for example, 0.34 means a 34% yield). (1) The reactants are [CH3:1][C:2]1[C:7]([CH3:8])=[CH:6][C:5]([NH:9][CH2:10][CH2:11][CH2:12][CH2:13][CH2:14][C:15]([CH3:22])([CH3:21])[C:16]([O:18][CH2:19][CH3:20])=[O:17])=[C:4]([N+:23]([O-])=O)[CH:3]=1.[BH4-].[Na+]. The catalyst is CO.[Pd]. The product is [NH2:23][C:4]1[CH:3]=[C:2]([CH3:1])[C:7]([CH3:8])=[CH:6][C:5]=1[NH:9][CH2:10][CH2:11][CH2:12][CH2:13][CH2:14][C:15]([CH3:21])([CH3:22])[C:16]([O:18][CH2:19][CH3:20])=[O:17]. The yield is 0.800. (2) The reactants are C[O-].[Na+].C([O:12][CH:13]([CH2:55][O:56][C@H:57]1[O:86][C@H:85]([CH2:87][O:88][CH2:89][C:90]2[CH:95]=[CH:94][CH:93]=[CH:92][CH:91]=2)[C@H:76]([O:77][CH2:78][C:79]2[CH:84]=[CH:83][CH:82]=[CH:81][CH:80]=2)[C@H:67]([O:68][CH2:69][C:70]2[CH:75]=[CH:74][CH:73]=[CH:72][CH:71]=2)[C@H:58]1[O:59][CH2:60][C:61]1[CH:66]=[CH:65][CH:64]=[CH:63][CH:62]=1)[CH2:14][O:15][C@H:16]1[O:45][C@H:44]([CH2:46][O:47][CH2:48][C:49]2[CH:54]=[CH:53][CH:52]=[CH:51][CH:50]=2)[C@H:35]([O:36][CH2:37][C:38]2[CH:43]=[CH:42][CH:41]=[CH:40][CH:39]=2)[C@H:26]([O:27][CH2:28][C:29]2[CH:34]=[CH:33][CH:32]=[CH:31][CH:30]=2)[C@H:17]1[O:18][CH2:19][C:20]1[CH:25]=[CH:24][CH:23]=[CH:22][CH:21]=1)(=O)C1C=CC=CC=1. The catalyst is CO.ClCCl. The product is [CH2:19]([O:18][C@@H:17]1[C@@H:26]([O:27][CH2:28][C:29]2[CH:30]=[CH:31][CH:32]=[CH:33][CH:34]=2)[C@@H:35]([O:36][CH2:37][C:38]2[CH:39]=[CH:40][CH:41]=[CH:42][CH:43]=2)[C@@H:44]([CH2:46][O:47][CH2:48][C:49]2[CH:54]=[CH:53][CH:52]=[CH:51][CH:50]=2)[O:45][C@@H:16]1[O:15][CH2:14][CH:13]([CH2:55][O:56][C@H:57]1[O:86][C@H:85]([CH2:87][O:88][CH2:89][C:90]2[CH:95]=[CH:94][CH:93]=[CH:92][CH:91]=2)[C@H:76]([O:77][CH2:78][C:79]2[CH:84]=[CH:83][CH:82]=[CH:81][CH:80]=2)[C@H:67]([O:68][CH2:69][C:70]2[CH:71]=[CH:72][CH:73]=[CH:74][CH:75]=2)[C@H:58]1[O:59][CH2:60][C:61]1[CH:62]=[CH:63][CH:64]=[CH:65][CH:66]=1)[OH:12])[C:20]1[CH:25]=[CH:24][CH:23]=[CH:22][CH:21]=1. The yield is 0.790. (3) The reactants are [NH2:1][CH2:2][C@H:3]1[CH2:7][CH2:6][N:5]([CH2:8][CH:9]([C:14]2[C:15]([F:26])=[CH:16][CH:17]=[C:18]3[C:23]=2[N:22]=[C:21]([O:24][CH3:25])[CH:20]=[CH:19]3)[C:10]([O:12][CH3:13])=[O:11])[CH2:4]1.C(N(CC)CC)C.[C:34](O[C:34]([O:36][C:37]([CH3:40])([CH3:39])[CH3:38])=[O:35])([O:36][C:37]([CH3:40])([CH3:39])[CH3:38])=[O:35].O. The catalyst is C(Cl)Cl. The product is [CH3:38][C:37]([O:36][C:34]([NH:1][CH2:2][C@H:3]1[CH2:7][CH2:6][N:5]([CH2:8][CH:9]([C:14]2[C:15]([F:26])=[CH:16][CH:17]=[C:18]3[C:23]=2[N:22]=[C:21]([O:24][CH3:25])[CH:20]=[CH:19]3)[C:10]([O:12][CH3:13])=[O:11])[CH2:4]1)=[O:35])([CH3:40])[CH3:39]. The yield is 0.870. (4) The reactants are [Br:1][C:2]1[CH:3]=[C:4]([CH:15]=[CH:16][C:17]=1[F:18])[C:5]([C:7]1[C:8]([C:13]#[N:14])=[N:9][CH:10]=[CH:11][CH:12]=1)=O.[CH3:19][C:20]([S:23]([NH2:25])=[O:24])([CH3:22])[CH3:21]. The catalyst is C1COCC1.[O-]CC.[Ti+4].[O-]CC.[O-]CC.[O-]CC. The product is [Br:1][C:2]1[CH:3]=[C:4]([C:5]([C:7]2[C:8]([C:13]#[N:14])=[N:9][CH:10]=[CH:11][CH:12]=2)=[N:25][S:23]([C:20]([CH3:22])([CH3:21])[CH3:19])=[O:24])[CH:15]=[CH:16][C:17]=1[F:18]. The yield is 0.800. (5) The reactants are [NH2:1][C:2]1[C:3]([C:19]#[N:20])=[C:4]([CH:16]=[CH:17][CH:18]=1)[O:5][CH2:6][C:7]1([C:10]([NH:12][CH2:13][CH2:14][CH3:15])=[O:11])[CH2:9][CH2:8]1.[S:21](Cl)(=[O:24])(=[O:23])[NH2:22]. No catalyst specified. The product is [C:19]([C:3]1[C:2]([NH:1][S:21](=[O:24])(=[O:23])[NH2:22])=[CH:18][CH:17]=[CH:16][C:4]=1[O:5][CH2:6][C:7]1([C:10]([NH:12][CH2:13][CH2:14][CH3:15])=[O:11])[CH2:8][CH2:9]1)#[N:20]. The yield is 0.780. (6) The reactants are Cl[C:2]1[N:7]=[C:6]([C:8]2[N:12]3[CH:13]=[CH:14][CH:15]=[CH:16][C:11]3=[N:10][C:9]=2[C:17]2[CH:18]=[C:19]([CH:31]=[CH:32][CH:33]=2)[C:20]([NH:22][C:23]2[C:28]([F:29])=[CH:27][CH:26]=[CH:25][C:24]=2[F:30])=[O:21])[CH:5]=[CH:4][N:3]=1.[CH3:34][O:35][C:36]1[CH:42]=[C:41]([N:43]2[CH2:48][CH2:47][CH:46]([CH2:49][N:50]3[CH2:55][CH2:54][CH2:53][CH2:52][CH2:51]3)[CH2:45][CH2:44]2)[CH:40]=[CH:39][C:37]=1[NH2:38].Cl. The catalyst is C(O)C(F)(F)F. The product is [F:30][C:24]1[CH:25]=[CH:26][CH:27]=[C:28]([F:29])[C:23]=1[NH:22][C:20](=[O:21])[C:19]1[CH:31]=[CH:32][CH:33]=[C:17]([C:9]2[N:10]=[C:11]3[CH:16]=[CH:15][CH:14]=[CH:13][N:12]3[C:8]=2[C:6]2[CH:5]=[CH:4][N:3]=[C:2]([NH:38][C:37]3[CH:39]=[CH:40][C:41]([N:43]4[CH2:48][CH2:47][CH:46]([CH2:49][N:50]5[CH2:55][CH2:54][CH2:53][CH2:52][CH2:51]5)[CH2:45][CH2:44]4)=[CH:42][C:36]=3[O:35][CH3:34])[N:7]=2)[CH:18]=1. The yield is 0.460. (7) The reactants are [NH2:1][C:2]1[CH:3]=[C:4]([O:16][CH2:17][CH2:18][O:19][CH3:20])[CH:5]=[C:6]2[C:10]=1[NH:9][C:8]([C:11]([O:13][CH2:14][CH3:15])=[O:12])=[CH:7]2.Cl.[N:22]1[CH:27]=[CH:26][CH:25]=[CH:24][C:23]=1[S:28](Cl)(=[O:30])=[O:29]. The catalyst is N1C=CC=CC=1. The product is [CH3:20][O:19][CH2:18][CH2:17][O:16][C:4]1[CH:5]=[C:6]2[C:10](=[C:2]([NH:1][S:28]([C:23]3[CH:24]=[CH:25][CH:26]=[CH:27][N:22]=3)(=[O:30])=[O:29])[CH:3]=1)[NH:9][C:8]([C:11]([O:13][CH2:14][CH3:15])=[O:12])=[CH:7]2. The yield is 0.650. (8) The reactants are [Cl:1][C:2]1[CH:3]=[CH:4][C:5]([C:9]2[NH:13][N:12]=[N:11][N:10]=2)=[C:6]([CH:8]=1)[NH2:7].[Cl:14][C:15]1[CH:16]=[C:17]([CH:21]=[CH:22][CH:23]=1)[C:18](Cl)=[O:19]. No catalyst specified. The product is [Cl:14][C:15]1[CH:16]=[C:17]([CH:21]=[CH:22][CH:23]=1)[C:18]([NH:7][C:6]1[CH:8]=[C:2]([Cl:1])[CH:3]=[CH:4][C:5]=1[C:9]1[NH:13][N:12]=[N:11][N:10]=1)=[O:19]. The yield is 0.130. (9) The reactants are [NH:1]1[CH2:8][CH2:7][CH2:6][C@@H:2]1[C:3]([OH:5])=[O:4].[C:9](Cl)(=[O:13])[C:10]([CH3:12])=[CH2:11]. The catalyst is [OH-].[Na+].CC(C)=O. The product is [C:9]([N:1]1[CH2:8][CH2:7][CH2:6][C@@H:2]1[C:3]([OH:5])=[O:4])(=[O:13])[C:10]([CH3:12])=[CH2:11]. The yield is 0.680.